Dataset: Reaction yield outcomes from USPTO patents with 853,638 reactions. Task: Predict the reaction yield, written as a fraction of the theoretical maximum amount of product (1.0 means a 100% yield; for example, 0.34 means a 34% yield). (1) The reactants are [NH2:1][C:2]1[C:3]([F:10])=[CH:4][C:5]([Cl:9])=[C:6]([OH:8])[CH:7]=1.C(=O)([O-])O.[Na+].[C:16]([C:18]([C:21]1[CH:22]=[C:23]([CH:27]=[CH:28][CH:29]=1)[C:24](Cl)=[O:25])([CH3:20])[CH3:19])#[N:17]. The catalyst is O1CCCC1. The product is [Cl:9][C:5]1[C:6]([OH:8])=[CH:7][C:2]([NH:1][C:24](=[O:25])[C:23]2[CH:27]=[CH:28][CH:29]=[C:21]([C:18]([C:16]#[N:17])([CH3:19])[CH3:20])[CH:22]=2)=[C:3]([F:10])[CH:4]=1. The yield is 0.720. (2) The yield is 0.620. No catalyst specified. The product is [C:15]([C:11]1[CH:10]=[C:9]([NH:8][C:6]2[C:5]([F:17])=[CH:4][N:3]=[C:2]([NH:18][C:19]3[CH:24]=[CH:23][CH:22]=[C:21]([OH:25])[CH:20]=3)[N:7]=2)[CH:14]=[CH:13][CH:12]=1)#[N:16]. The reactants are Cl[C:2]1[N:7]=[C:6]([NH:8][C:9]2[CH:14]=[CH:13][CH:12]=[C:11]([C:15]#[N:16])[CH:10]=2)[C:5]([F:17])=[CH:4][N:3]=1.[NH2:18][C:19]1[CH:20]=[C:21]([OH:25])[CH:22]=[CH:23][CH:24]=1.